From a dataset of Forward reaction prediction with 1.9M reactions from USPTO patents (1976-2016). Predict the product of the given reaction. (1) Given the reactants CN(C(ON1N=NC2C=CC=CC1=2)=[N+](C)C)C.[B-](F)(F)(F)F.C1C=CC2N(O)N=NC=2C=1.[CH3:33][N:34]1[CH2:39][CH2:38][N:37]([CH:40]2[CH2:45][CH2:44][NH:43][CH2:42][CH2:41]2)[CH2:36][CH2:35]1.[CH2:46]([C:48]1[CH:49]=[C:50]([CH2:56][CH:57]([NH:61][C:62]([N:64]2[CH2:69][CH2:68][CH:67]([N:70]3[CH2:79][C:78]4[C:73](=[CH:74][CH:75]=[CH:76][CH:77]=4)[NH:72][C:71]3=[O:80])[CH2:66][CH2:65]2)=[O:63])[C:58](O)=[O:59])[CH:51]=[CH:52][C:53]=1[CH2:54][CH3:55])[CH3:47], predict the reaction product. The product is: [CH2:46]([C:48]1[CH:49]=[C:50]([CH:51]=[CH:52][C:53]=1[CH2:54][CH3:55])[CH2:56][CH:57]([NH:61][C:62]([N:64]1[CH2:69][CH2:68][CH:67]([N:70]2[CH2:79][C:78]3[C:73](=[CH:74][CH:75]=[CH:76][CH:77]=3)[NH:72][C:71]2=[O:80])[CH2:66][CH2:65]1)=[O:63])[C:58]([N:43]1[CH2:44][CH2:45][CH:40]([N:37]2[CH2:38][CH2:39][N:34]([CH3:33])[CH2:35][CH2:36]2)[CH2:41][CH2:42]1)=[O:59])[CH3:47]. (2) Given the reactants [OH:1][C:2]1[CH:7]=[CH:6][C:5]([C:8]([F:11])([F:10])[F:9])=[CH:4][CH:3]=1.[CH2:12]([OH:17])[CH2:13][CH:14](O)[CH3:15].C1(P(C2C=CC=CC=2)C2C=CC=CC=2)C=CC=CC=1.N(C(OC(C)C)=O)=NC(OC(C)C)=O, predict the reaction product. The product is: [F:11][C:8]([F:9])([F:10])[C:5]1[CH:6]=[CH:7][C:2]([O:1][CH:14]([CH3:15])[CH2:13][CH2:12][OH:17])=[CH:3][CH:4]=1. (3) Given the reactants Br[CH:2]([CH2:8][CH2:9][CH2:10][CH3:11])[C:3]([O:5][CH2:6][CH3:7])=[O:4].[CH3:12][O:13][C:14]1[CH:19]=[CH:18][C:17]([SH:20])=[CH:16][CH:15]=1, predict the reaction product. The product is: [CH2:6]([O:5][C:3](=[O:4])[CH:2]([S:20][C:17]1[CH:18]=[CH:19][C:14]([O:13][CH3:12])=[CH:15][CH:16]=1)[CH2:8][CH2:9][CH2:10][CH3:11])[CH3:7]. (4) Given the reactants [CH3:1][O:2][C:3]1[CH:17]=[CH:16][C:6]([CH2:7][N:8]2[CH:12]=[C:11]([C:13]([NH2:15])=O)[CH:10]=[N:9]2)=[CH:5][CH:4]=1.COC1C=CC(P2(SP(C3C=CC(OC)=CC=3)(=S)S2)=[S:27])=CC=1, predict the reaction product. The product is: [CH3:1][O:2][C:3]1[CH:17]=[CH:16][C:6]([CH2:7][N:8]2[CH:12]=[C:11]([C:13](=[S:27])[NH2:15])[CH:10]=[N:9]2)=[CH:5][CH:4]=1.